Dataset: Catalyst prediction with 721,799 reactions and 888 catalyst types from USPTO. Task: Predict which catalyst facilitates the given reaction. (1) Reactant: [Cl:1][C:2]1[CH:3]=[C:4]([C:8]2[C:13]3[N:14]([CH2:26][C@H:27]4[CH2:32][CH2:31][C@H:30]([CH3:33])[CH2:29][CH2:28]4)[C:15]([N:17]4[CH2:21][CH2:20][CH2:19][C@H:18]4[C:22]([F:25])([F:24])[F:23])=[N:16][C:12]=3[CH:11]=[C:10]([C:34]#[N:35])[N:9]=2)[CH:5]=[N:6][CH:7]=1.[N-:36]=[N+:37]=[N-:38].[Na+].[Cl-].[NH4+]. Product: [Cl:1][C:2]1[CH:3]=[C:4]([C:8]2[C:13]3[N:14]([CH2:26][C@H:27]4[CH2:28][CH2:29][C@H:30]([CH3:33])[CH2:31][CH2:32]4)[C:15]([N:17]4[CH2:21][CH2:20][CH2:19][C@H:18]4[C:22]([F:24])([F:23])[F:25])=[N:16][C:12]=3[CH:11]=[C:10]([C:34]3[NH:38][N:37]=[N:36][N:35]=3)[N:9]=2)[CH:5]=[N:6][CH:7]=1. The catalyst class is: 3. (2) Reactant: C(O)(=O)C.[Br:5][C:6]1[CH:14]=[CH:13][C:12]([N+:15]([O-])=O)=[CH:11][C:7]=1[C:8]([OH:10])=[O:9].C([O-])([O-])=O.[Na+].[Na+]. Product: [NH2:15][C:12]1[CH:13]=[CH:14][C:6]([Br:5])=[C:7]([CH:11]=1)[C:8]([OH:10])=[O:9]. The catalyst class is: 693.